Dataset: Forward reaction prediction with 1.9M reactions from USPTO patents (1976-2016). Task: Predict the product of the given reaction. (1) Given the reactants Cl[C:2]1[C:11]([N+:12]([O-:14])=[O:13])=[CH:10][CH:9]=[CH:8][C:3]=1[C:4]([O:6][CH3:7])=[O:5].[CH2:15]([NH2:18])[CH2:16][OH:17], predict the reaction product. The product is: [OH:17][CH2:16][CH2:15][NH:18][C:2]1[C:11]([N+:12]([O-:14])=[O:13])=[CH:10][CH:9]=[CH:8][C:3]=1[C:4]([O:6][CH3:7])=[O:5]. (2) Given the reactants [Br:1][C:2]1[CH:3]=[C:4]2[C:8](=[CH:9][CH:10]=1)[NH:7][N:6]=[C:5]2[NH:11][C:12]([NH2:14])=[S:13].[CH2:15](OC(Cl)CCl)[CH3:16], predict the reaction product. The product is: [Br:1][C:2]1[CH:3]=[C:4]2[C:8](=[CH:9][CH:10]=1)[NH:7][N:6]=[C:5]2[NH:11][C:12]1[S:13][CH:15]=[CH:16][N:14]=1. (3) Given the reactants CN(C(ON1N=NC2C=CC=NC1=2)=[N+](C)C)C.[F:18][P-](F)(F)(F)(F)F.F[C:26]1[CH:27]=[CH:28][C:29]([NH:35][S:36]([CH3:39])(=[O:38])=[O:37])=[C:30]([CH:34]=1)[C:31](O)=[O:32].C(N(CC)CC)C.O.[Cl-].[Na+].O.CN([CH:54]=[O:55])C, predict the reaction product. The product is: [F:18][C:28]1[C:29]([NH:35][S:36]([CH3:39])(=[O:38])=[O:37])=[C:30]([CH:34]=[CH:26][CH:27]=1)[C:31]([O:55][CH3:54])=[O:32]. (4) Given the reactants C(OC(=O)[NH:7][CH2:8][CH2:9][CH2:10][N:11]([CH2:16][C:17]1[CH:22]=[CH:21][CH:20]=[C:19]([C:23]2[CH:28]=[CH:27][N:26]=[C:25](Cl)[N:24]=2)[CH:18]=1)[S:12]([CH3:15])(=[O:14])=[O:13])(C)(C)C.[NH2:31][CH2:32][CH:33]([C:35]1[CH:36]=[C:37]([OH:41])[CH:38]=[CH:39][CH:40]=1)[OH:34], predict the reaction product. The product is: [NH2:7][CH2:8][CH2:9][CH2:10][N:11]([CH2:16][C:17]1[CH:22]=[CH:21][CH:20]=[C:19]([C:23]2[CH:28]=[CH:27][N:26]=[C:25]([NH:31][CH2:32][CH:33]([OH:34])[C:35]3[CH:40]=[CH:39][CH:38]=[C:37]([OH:41])[CH:36]=3)[N:24]=2)[CH:18]=1)[S:12]([CH3:15])(=[O:13])=[O:14].